Task: Predict which catalyst facilitates the given reaction.. Dataset: Catalyst prediction with 721,799 reactions and 888 catalyst types from USPTO (1) Product: [Cl:1][C:2]1[N:3]=[C:4]([Cl:11])[C:5]([C:9]#[N:10])=[C:6]([NH:24][CH2:23][CH2:21][OH:22])[N:7]=1. The catalyst class is: 12. Reactant: [Cl:1][C:2]1[N:7]=[C:6](Cl)[C:5]([C:9]#[N:10])=[C:4]([Cl:11])[N:3]=1.C(N(C(C)C)C(C)C)C.[CH2:21]([CH2:23][NH2:24])[OH:22]. (2) Reactant: [CH3:1][C:2]1([CH3:19])[O:6][C@@H:5]([CH2:7][C:8]([O:10][Si:11]([C:14]([CH3:17])([CH3:16])[CH3:15])([CH3:13])[CH3:12])=[O:9])[C:4](=[O:18])[O:3]1.[Br:20]N1C(=O)CCC1=O.N(C(C)(C)C#N)=NC(C)(C)C#N. Product: [Br:20][C:5]1([CH2:7][C:8]([O:10][Si:11]([C:14]([CH3:17])([CH3:16])[CH3:15])([CH3:13])[CH3:12])=[O:9])[C:4](=[O:18])[O:3][C:2]([CH3:19])([CH3:1])[O:6]1. The catalyst class is: 53. (3) Reactant: CC(C)([O-])C.[Na+].[CH3:7][C:8]([C:10]1[CH:11]=[CH:12][C:13]([OH:16])=[CH:14][CH:15]=1)=[O:9].[C:17](OCC)(=[O:22])[CH2:18][CH2:19][CH2:20][CH3:21].CC(C)([O-])C.[Na+].C1COCC1. Product: [OH:16][C:13]1[CH:14]=[CH:15][C:10]([C:8](=[O:9])[CH2:7][C:17](=[O:22])[CH2:18][CH2:19][CH2:20][CH3:21])=[CH:11][CH:12]=1. The catalyst class is: 1. (4) The catalyst class is: 3. Reactant: [C:1]([O:5][C:6]([N:8]1[CH2:13][CH2:12][N:11]([C:14]([O:16][C:17]([CH3:20])([CH3:19])[CH3:18])=[O:15])[CH2:10][CH:9]1[C:21]([OH:23])=[O:22])=[O:7])([CH3:4])([CH3:3])[CH3:2].[C:24]([O-])([O-])=O.[K+].[K+].IC. Product: [N:8]1([C:6]([O:5][C:1]([CH3:4])([CH3:2])[CH3:3])=[O:7])[CH2:13][CH2:12][N:11]([C:14]([O:16][C:17]([CH3:20])([CH3:19])[CH3:18])=[O:15])[CH2:10][CH:9]1[C:21]([O:23][CH3:24])=[O:22]. (5) Reactant: [OH:1][CH:2]1[O:10][C@H:9]([CH2:11][OH:12])[C@@H:7](O)[C@H:5]([OH:6])[C@@H:3]1O.[C:13]([O:16][C:17](=[O:19])[CH3:18])(=[O:15])[CH3:14]. Product: [C:13]([O:16][CH:17]1[O:19][C@H:7]([CH2:5][O:6][C:11](=[O:12])[CH3:9])[C@@H:9]([O:10][C:2](=[O:1])[CH3:3])[C@H:11]([O:12][C:5](=[O:6])[CH3:7])[C@@H:18]1[O:10][C:2](=[O:1])[CH3:3])(=[O:15])[CH3:14]. The catalyst class is: 17. (6) The catalyst class is: 12. Reactant: [ClH:1].C(O[C:7](=O)[N:8]([CH2:10][CH2:11][CH2:12][NH:13][C:14]([CH:16]1[CH2:19][CH2:18][CH2:17]1)=[O:15])C)(C)(C)C. Product: [ClH:1].[CH3:7][NH:8][CH2:10][CH2:11][CH2:12][NH:13][C:14]([CH:16]1[CH2:19][CH2:18][CH2:17]1)=[O:15]. (7) Reactant: [CH2:1]([N:8]1[CH:12]=[C:11](C(O)=O)[C:10]([C:16]2[CH:21]=[CH:20][CH:19]=[CH:18][CH:17]=2)=[N:9]1)[C:2]1[CH:7]=[CH:6][CH:5]=[CH:4][CH:3]=1.C1C=CC(P([N:36]=[N+]=[N-])(C2C=CC=CC=2)=O)=CC=1.[CH3:39][Si:40]([CH3:45])([CH3:44])[CH2:41][CH2:42][OH:43].[C:46](=[O:49])([O-])O.[Na+]. Product: [CH2:1]([N:8]1[CH:12]=[C:11]([NH:36][C:46](=[O:49])[O:43][CH2:42][CH2:41][Si:40]([CH3:45])([CH3:44])[CH3:39])[C:10]([C:16]2[CH:17]=[CH:18][CH:19]=[CH:20][CH:21]=2)=[N:9]1)[C:2]1[CH:3]=[CH:4][CH:5]=[CH:6][CH:7]=1. The catalyst class is: 531. (8) Reactant: Cl[C:2]1[N:7]=[C:6]([NH:8][CH2:9][C:10]2[C:19]3[C:14](=[CH:15][CH:16]=[CH:17][CH:18]=3)[CH:13]=[CH:12][CH:11]=2)[C:5]([N+:20]([O-:22])=[O:21])=[CH:4][CH:3]=1.[NH:23]1[CH2:28][CH2:27][O:26][CH2:25][CH2:24]1.C([O-])([O-])=O.[K+].[K+].O. Product: [O:26]1[CH2:27][CH2:28][N:23]([C:2]2[N:7]=[C:6]([NH:8][CH2:9][C:10]3[C:19]4[C:14](=[CH:15][CH:16]=[CH:17][CH:18]=4)[CH:13]=[CH:12][CH:11]=3)[C:5]([N+:20]([O-:22])=[O:21])=[CH:4][CH:3]=2)[CH2:24][CH2:25]1. The catalyst class is: 3. (9) Reactant: [CH:1]1([NH:7][CH2:8][CH2:9][CH2:10][NH2:11])[CH2:6][CH2:5][CH2:4][CH2:3][CH2:2]1.C(N)CCN.[F:17][C:18]1[CH:19]=[CH:20][C:21]2[N:22]([CH2:32][C:33]3([CH3:36])[CH2:35][O:34]3)[C:23]3[C:28]([C:29]=2[CH:30]=1)=[CH:27][C:26]([F:31])=[CH:25][CH:24]=3.FC1C=CC2N(CC3CO3)C3C(C=2C=1)=CC(F)=CC=3. Product: [CH:1]1([NH:7][CH2:8][CH2:9][CH2:10][NH:11][CH2:35][C:33]([CH3:36])([OH:34])[CH2:32][N:22]2[C:23]3[CH:24]=[CH:25][C:26]([F:31])=[CH:27][C:28]=3[C:29]3[C:21]2=[CH:20][CH:19]=[C:18]([F:17])[CH:30]=3)[CH2:6][CH2:5][CH2:4][CH2:3][CH2:2]1. The catalyst class is: 8. (10) Reactant: Cl[C:2]1[C:7]([NH2:8])=[C:6]([CH3:9])[CH:5]=[C:4]([CH3:10])[N:3]=1.P(Br)(Br)[Br:12].[OH-].[Na+]. Product: [Br:12][C:2]1[C:7]([NH2:8])=[C:6]([CH3:9])[CH:5]=[C:4]([CH3:10])[N:3]=1. The catalyst class is: 11.